This data is from Catalyst prediction with 721,799 reactions and 888 catalyst types from USPTO. The task is: Predict which catalyst facilitates the given reaction. (1) Reactant: [Br:1][C:2]1[CH:17]=[CH:16][C:5]2[N:6]=[C:7]([O:9][CH:10]3[CH2:15][CH2:14][NH:13][CH2:12][CH2:11]3)[S:8][C:4]=2[CH:3]=1.Br[C:19]1[S:20][C:21]([CH3:24])=[N:22][N:23]=1.C(=O)([O-])[O-].[K+].[K+]. Product: [Br:1][C:2]1[CH:17]=[CH:16][C:5]2[N:6]=[C:7]([O:9][CH:10]3[CH2:11][CH2:12][N:13]([C:19]4[S:20][C:21]([CH3:24])=[N:22][N:23]=4)[CH2:14][CH2:15]3)[S:8][C:4]=2[CH:3]=1. The catalyst class is: 18. (2) Reactant: C(OC([NH:11][C@H:12]([C:14]1[S:15][CH:16]=[C:17]([C:19]([F:22])([F:21])[F:20])[N:18]=1)[CH3:13])=O)C1C=CC=CC=1.[Si](I)(C)(C)C. Product: [F:22][C:19]([F:20])([F:21])[C:17]1[N:18]=[C:14]([C@@H:12]([NH2:11])[CH3:13])[S:15][CH:16]=1. The catalyst class is: 23. (3) The catalyst class is: 234. Product: [CH3:25][O:26][C:27]1[CH:28]=[C:29]2[C:34](=[CH:35][C:36]=1[O:37][CH3:38])[N:33]=[CH:32][N:31]=[C:30]2[O:39][C:40]1[CH:46]=[CH:45][C:43]([NH:44][C:57]([NH:56][C:54]([C:51]2[CH:52]=[N:53][C:48]([CH3:47])=[CH:49][CH:50]=2)=[O:55])=[S:58])=[CH:42][CH:41]=1. Reactant: S(Cl)(Cl)=O.CC1C=CC(C(O)=O)=CN=1.CC1N=CC(C(Cl)=O)=CC=1.[CH3:25][O:26][C:27]1[CH:28]=[C:29]2[C:34](=[CH:35][C:36]=1[O:37][CH3:38])[N:33]=[CH:32][N:31]=[C:30]2[O:39][C:40]1[CH:46]=[CH:45][C:43]([NH2:44])=[CH:42][CH:41]=1.[CH3:47][C:48]1[N:53]=[CH:52][C:51]([C:54]([N:56]=[C:57]=[S:58])=[O:55])=[CH:50][CH:49]=1. (4) Reactant: [F:1][C:2]1[CH:7]=[CH:6][C:5]([C:8]2[CH:9]=[C:10]3[C:15](=[CH:16][CH:17]=2)[N:14]=[CH:13][N:12]=[C:11]3O)=[CH:4][CH:3]=1.C(N(C(C)C)CC)(C)C.O=P(Cl)(Cl)[Cl:30]. Product: [Cl:30][C:11]1[C:10]2[C:15](=[CH:16][CH:17]=[C:8]([C:5]3[CH:6]=[CH:7][C:2]([F:1])=[CH:3][CH:4]=3)[CH:9]=2)[N:14]=[CH:13][N:12]=1. The catalyst class is: 11. (5) Reactant: [C:1]([O:5][C:6]([N:8]1[CH2:13][CH2:12][CH2:11][CH:10]([C:14]([OH:16])=O)[CH2:9]1)=[O:7])([CH3:4])([CH3:3])[CH3:2].Cl.[C:18]1([CH2:24][CH2:25][CH2:26][CH:27]([NH2:37])[CH2:28][CH2:29][CH2:30][C:31]2[CH:36]=[CH:35][CH:34]=[CH:33][CH:32]=2)[CH:23]=[CH:22][CH:21]=[CH:20][CH:19]=1.C(N(C(C)C)CC)(C)C.C1CN([P+](ON2N=NC3C=CC=CC2=3)(N2CCCC2)N2CCCC2)CC1.F[P-](F)(F)(F)(F)F. Product: [C:31]1([CH2:30][CH2:29][CH2:28][CH:27]([NH:37][C:14]([CH:10]2[CH2:11][CH2:12][CH2:13][N:8]([C:6]([O:5][C:1]([CH3:2])([CH3:3])[CH3:4])=[O:7])[CH2:9]2)=[O:16])[CH2:26][CH2:25][CH2:24][C:18]2[CH:19]=[CH:20][CH:21]=[CH:22][CH:23]=2)[CH:36]=[CH:35][CH:34]=[CH:33][CH:32]=1. The catalyst class is: 2. (6) Reactant: Cl.[F:2][C:3]1[CH:8]=[C:7]([S:9]([CH3:12])(=[O:11])=[O:10])[CH:6]=[CH:5][C:4]=1[NH:13][C@H:14]1[CH2:19][CH2:18][CH2:17][N:16]([CH:20]2[CH2:25][CH2:24][NH:23][CH2:22][CH2:21]2)[C:15]1=[O:26].Cl[C:28]1[N:33]=[CH:32][C:31]([CH2:34][CH3:35])=[CH:30][N:29]=1.CCN(C(C)C)C(C)C. Product: [CH2:34]([C:31]1[CH:30]=[N:29][C:28]([N:23]2[CH2:22][CH2:21][CH:20]([N:16]3[CH2:17][CH2:18][CH2:19][C@H:14]([NH:13][C:4]4[CH:5]=[CH:6][C:7]([S:9]([CH3:12])(=[O:11])=[O:10])=[CH:8][C:3]=4[F:2])[C:15]3=[O:26])[CH2:25][CH2:24]2)=[N:33][CH:32]=1)[CH3:35]. The catalyst class is: 3. (7) Reactant: [F:1][C:2]([F:13])([F:12])[C:3]1[CH:4]=[C:5]([CH:9]=[CH:10][CH:11]=1)[CH2:6][CH2:7]Br.[Na+].[I-].[CH3:16][N:17]([CH3:21])[CH2:18][CH2:19][NH2:20]. Product: [CH3:16][N:17]([CH3:21])[CH2:18][CH2:19][NH:20][CH2:7][CH2:6][C:5]1[CH:9]=[CH:10][CH:11]=[C:3]([C:2]([F:13])([F:12])[F:1])[CH:4]=1. The catalyst class is: 14.